From a dataset of NCI-60 drug combinations with 297,098 pairs across 59 cell lines. Regression. Given two drug SMILES strings and cell line genomic features, predict the synergy score measuring deviation from expected non-interaction effect. (1) Drug 1: C1CN1C2=NC(=NC(=N2)N3CC3)N4CC4. Drug 2: C(=O)(N)NO. Cell line: HCC-2998. Synergy scores: CSS=10.1, Synergy_ZIP=0.163, Synergy_Bliss=-3.78, Synergy_Loewe=-9.57, Synergy_HSA=-7.02. (2) Drug 1: CS(=O)(=O)C1=CC(=C(C=C1)C(=O)NC2=CC(=C(C=C2)Cl)C3=CC=CC=N3)Cl. Drug 2: CCCCC(=O)OCC(=O)C1(CC(C2=C(C1)C(=C3C(=C2O)C(=O)C4=C(C3=O)C=CC=C4OC)O)OC5CC(C(C(O5)C)O)NC(=O)C(F)(F)F)O. Cell line: SK-MEL-28. Synergy scores: CSS=0.223, Synergy_ZIP=4.76, Synergy_Bliss=7.21, Synergy_Loewe=0.428, Synergy_HSA=0.298.